Task: Regression/Classification. Given a drug SMILES string, predict its absorption, distribution, metabolism, or excretion properties. Task type varies by dataset: regression for continuous measurements (e.g., permeability, clearance, half-life) or binary classification for categorical outcomes (e.g., BBB penetration, CYP inhibition). Dataset: cyp1a2_veith.. Dataset: CYP1A2 inhibition data for predicting drug metabolism from PubChem BioAssay The drug is C=Cc1c(C)c2cc3[nH]c(cc4nc(cc5nc(cc1[nH]2)C(C)=C5CCC(=O)O)C(CCC(=O)O)=C4C)c(C)c3C=C. The result is 1 (inhibitor).